Dataset: Full USPTO retrosynthesis dataset with 1.9M reactions from patents (1976-2016). Task: Predict the reactants needed to synthesize the given product. The reactants are: [NH2:1][C:2]1[C:3]([OH:13])=[C:4]([S:9]([NH2:12])(=[O:11])=[O:10])[C:5]([Cl:8])=[CH:6][CH:7]=1.N(C([C:19]1[N:23]([CH3:24])[N:22]=[CH:21][CH:20]=1)=O)=[N+]=[N-].C[N:26](C)[CH:27]=[O:28]. Given the product [NH2:12][S:9]([C:4]1[C:3]([OH:13])=[C:2]([NH:1][C:27]([NH:26][C:19]2[N:23]([CH3:24])[N:22]=[CH:21][CH:20]=2)=[O:28])[CH:7]=[CH:6][C:5]=1[Cl:8])(=[O:11])=[O:10], predict the reactants needed to synthesize it.